This data is from Forward reaction prediction with 1.9M reactions from USPTO patents (1976-2016). The task is: Predict the product of the given reaction. Given the reactants Cl.Cl.[CH2:3]([O:5][C:6]1[CH:7]=[C:8]2[C:13](=[C:14]3[CH2:18][C:17]([CH3:20])([CH3:19])[O:16][C:15]=13)[C:12]([C:21]1[CH:22]=[C:23]([NH2:27])[CH:24]=[CH:25][CH:26]=1)=[N:11][C:10]([CH3:29])([CH3:28])[CH2:9]2)[CH3:4].[CH3:30][C:31]([NH:36][C:37](=[O:42])[C:38]([F:41])([F:40])[F:39])([CH3:35])[C:32](O)=[O:33].O.ON1C2C=CC=CC=2N=N1.Cl.C(N=C=NCCCN(C)C)C.C(N(CC)CC)C, predict the reaction product. The product is: [CH3:35][C:31]([NH:36][C:37](=[O:42])[C:38]([F:41])([F:39])[F:40])([CH3:30])[C:32]([NH:27][C:23]1[CH:24]=[CH:25][CH:26]=[C:21]([C:12]2[C:13]3[C:8](=[CH:7][C:6]([O:5][CH2:3][CH3:4])=[C:15]4[O:16][C:17]([CH3:20])([CH3:19])[CH2:18][C:14]4=3)[CH2:9][C:10]([CH3:28])([CH3:29])[N:11]=2)[CH:22]=1)=[O:33].